This data is from Reaction yield outcomes from USPTO patents with 853,638 reactions. The task is: Predict the reaction yield, written as a fraction of the theoretical maximum amount of product (1.0 means a 100% yield; for example, 0.34 means a 34% yield). (1) The reactants are C(NCC)C.CC(O)(C)C.Br[CH2:12][C:13]([C:15]1[CH:20]=[CH:19][C:18]([Br:21])=[CH:17][CH:16]=1)=[O:14].[N+:22]([C:25]1[CH:30]=[CH:29][C:28]([C:31](=[O:33])[CH3:32])=[CH:27][CH:26]=1)([O-:24])=[O:23].S(=O)(=O)(O)O. The catalyst is [Cl-].[Zn+2].[Cl-].C1C=CC=CC=1. The product is [Br:21][C:18]1[CH:19]=[CH:20][C:15]([C:13](=[O:14])[CH2:12][CH2:32][C:31]([C:28]2[CH:27]=[CH:26][C:25]([N+:22]([O-:24])=[O:23])=[CH:30][CH:29]=2)=[O:33])=[CH:16][CH:17]=1. The yield is 0.580. (2) The reactants are [CH3:1][CH2:2][CH2-:3].[Mg+2].[Br-].[F:6][C:7]1[CH:32]=[CH:31][C:10]2[S:11][C:12]([C:15]3[N:19]4[N:20]=[C:21]([CH3:29])[CH:22]=[C:23]([C:24](=[O:28])[CH2:25][CH2:26][CH3:27])[C:18]4=[N:17][C:16]=3[CH3:30])=[C:13]([CH3:14])[C:9]=2[CH:8]=1. The catalyst is C1COCC1. The product is [F:6][C:7]1[CH:32]=[CH:31][C:10]2[S:11][C:12]([C:15]3[N:19]4[N:20]=[C:21]([CH3:29])[CH:22]=[C:23]([C:24]([OH:28])([CH2:1][CH2:2][CH3:3])[CH2:25][CH2:26][CH3:27])[C:18]4=[N:17][C:16]=3[CH3:30])=[C:13]([CH3:14])[C:9]=2[CH:8]=1. The yield is 0.240. (3) The reactants are [NH:1]1[CH:5]=[CH:4][C:3]([CH2:6][C:7]#[N:8])=[N:2]1.[CH:9](=[C:16]([C:19]#[N:20])[C:17]#[N:18])[C:10]1[CH:15]=[CH:14][CH:13]=[CH:12][CH:11]=1.N1CCCCC1. The catalyst is CCO. The product is [NH2:20][C:19]1[N:2]2[N:1]=[CH:5][CH:4]=[C:3]2[C:6]([C:7]#[N:8])=[C:9]([C:10]2[CH:11]=[CH:12][CH:13]=[CH:14][CH:15]=2)[C:16]=1[C:17]#[N:18]. The yield is 0.140. (4) The reactants are Cl[CH2:2][CH2:3][CH2:4][N:5]1[C:10]2[CH:11]=[C:12]([F:16])[C:13]([F:15])=[CH:14][C:9]=2[O:8][CH2:7][C:6]1=[O:17].[CH:18]1([CH2:21][O:22][CH:23]2[CH2:28][CH2:27][NH:26][CH2:25][CH2:24]2)[CH2:20][CH2:19]1.[Na+].[I-].C([O-])([O-])=O.[K+].[K+]. The catalyst is CC#N. The yield is 0.440. The product is [CH:18]1([CH2:21][O:22][CH:23]2[CH2:28][CH2:27][N:26]([CH2:2][CH2:3][CH2:4][N:5]3[C:10]4[CH:11]=[C:12]([F:16])[C:13]([F:15])=[CH:14][C:9]=4[O:8][CH2:7][C:6]3=[O:17])[CH2:25][CH2:24]2)[CH2:19][CH2:20]1. (5) The reactants are Br[C:2]1[CH:10]=[C:9]2[C:5]([CH2:6][CH2:7][N:8]2[C:11]([O:13][C:14]([CH3:17])([CH3:16])[CH3:15])=[O:12])=[CH:4][CH:3]=1.[B:18]1([B:18]2[O:22][C:21]([CH3:24])([CH3:23])[C:20]([CH3:26])([CH3:25])[O:19]2)[O:22][C:21]([CH3:24])([CH3:23])[C:20]([CH3:26])([CH3:25])[O:19]1.C([O-])(=O)C.[K+]. The catalyst is C1(C)C=CC=CC=1.C(Cl)Cl.C1C=CC(P(C2C=CC=CC=2)[C-]2C=CC=C2)=CC=1.C1C=CC(P(C2C=CC=CC=2)[C-]2C=CC=C2)=CC=1.Cl[Pd]Cl.[Fe+2]. The product is [CH3:25][C:20]1([CH3:26])[C:21]([CH3:24])([CH3:23])[O:22][B:18]([C:2]2[CH:10]=[C:9]3[C:5]([CH2:6][CH2:7][N:8]3[C:11]([O:13][C:14]([CH3:17])([CH3:16])[CH3:15])=[O:12])=[CH:4][CH:3]=2)[O:19]1. The yield is 0.380. (6) The reactants are [CH3:1][C:2]([Si:5]([CH3:16])([CH3:15])[O:6][CH2:7][C:8]1[CH:13]=[CH:12][NH:11][C:10](=[O:14])[CH:9]=1)([CH3:4])[CH3:3].Br[C:18]1[CH:19]=[CH:20][C:21]([N:24]2[CH2:28][CH2:27][CH:26]([N:29]([CH3:31])[CH3:30])[CH2:25]2)=[N:22][CH:23]=1.CN[C@@H]1CCCC[C@H]1NC.C(=O)([O-])[O-].[K+].[K+]. The catalyst is [Cu]I.O1CCOCC1. The product is [CH3:30][N:29]([CH3:31])[CH:26]1[CH2:27][CH2:28][N:24]([C:21]2[N:22]=[CH:23][C:18]([N:11]3[CH:12]=[CH:13][C:8]([CH2:7][O:6][Si:5]([C:2]([CH3:1])([CH3:3])[CH3:4])([CH3:16])[CH3:15])=[CH:9][C:10]3=[O:14])=[CH:19][CH:20]=2)[CH2:25]1. The yield is 0.690. (7) The reactants are [NH2:1][C:2]1[CH:3]=[C:4]([CH:21]=[CH:22][CH:23]=1)[O:5][C:6]1[CH:7]=[CH:8][C:9]2[N:10]([N:12]=[C:13]([NH:15][C:16]([CH:18]3[CH2:20][CH2:19]3)=[O:17])[N:14]=2)[CH:11]=1.[CH3:24][C:25]1[O:26][C:27]([CH3:33])=[C:28]([C:30](Cl)=[O:31])[N:29]=1. The product is [CH:18]1([C:16]([NH:15][C:13]2[N:14]=[C:9]3[CH:8]=[CH:7][C:6]([O:5][C:4]4[CH:3]=[C:2]([NH:1][C:30]([C:28]5[N:29]=[C:25]([CH3:24])[O:26][C:27]=5[CH3:33])=[O:31])[CH:23]=[CH:22][CH:21]=4)=[CH:11][N:10]3[N:12]=2)=[O:17])[CH2:20][CH2:19]1. The catalyst is CN(C)C(=O)C.C(=O)([O-])O.[Na+]. The yield is 0.700.